From a dataset of Forward reaction prediction with 1.9M reactions from USPTO patents (1976-2016). Predict the product of the given reaction. (1) Given the reactants [NH2:1][C:2]([C:9]1[CH:14]=[C:13]([Br:15])[CH:12]=[CH:11][C:10]=1[F:16])([CH3:8])[C:3]([F:7])([F:6])[CH2:4][OH:5].C([O-])([O-])=O.[Na+].[Na+].[Cl:23][CH2:24][C:25](Cl)=[O:26].C([O-])([O-])=O.[K+].[K+], predict the reaction product. The product is: [Br:15][C:13]1[CH:12]=[CH:11][C:10]([F:16])=[C:9]([C:2]([NH:1][C:25](=[O:26])[CH2:24][Cl:23])([C:3]([F:6])([F:7])[CH2:4][OH:5])[CH3:8])[CH:14]=1. (2) Given the reactants [CH3:1][O:2][C:3]1[CH:4]=[C:5]([SH:9])[CH:6]=[CH:7][CH:8]=1.[OH-].[K+].Br.Br[CH2:14][C:15]([C:17]1[CH:22]=[CH:21][CH:20]=[CH:19][N:18]=1)=[O:16], predict the reaction product. The product is: [CH3:1][O:2][C:3]1[CH:4]=[C:5]([S:9][CH2:14][C:15]([C:17]2[CH:22]=[CH:21][CH:20]=[CH:19][N:18]=2)=[O:16])[CH:6]=[CH:7][CH:8]=1. (3) Given the reactants [H-].[Na+].[F:3][C:4]([F:19])([F:18])[C:5]1[CH:6]=[C:7]([NH:11][C:12]2[CH2:16][CH2:15][C:14](=[O:17])[CH:13]=2)[CH:8]=[CH:9][CH:10]=1.CC1CCCO1.[Br:26][C:27]1[CH:32]=[C:31]([C:33]#[N:34])[CH:30]=[CH:29][C:28]=1[N:35]([CH2:43]S(C1C=CC=CC=1)(=O)=O)[C:36](=[O:42])[O:37][C:38]([CH3:41])([CH3:40])[CH3:39], predict the reaction product. The product is: [Br:26][C:27]1[CH:32]=[C:31]([C:33]#[N:34])[CH:30]=[CH:29][C:28]=1[N:35]([CH2:43][C:13]1[C:14](=[O:17])[CH2:15][CH2:16][C:12]=1[NH:11][C:7]1[CH:8]=[CH:9][CH:10]=[C:5]([C:4]([F:18])([F:19])[F:3])[CH:6]=1)[C:36](=[O:42])[O:37][C:38]([CH3:39])([CH3:40])[CH3:41]. (4) The product is: [CH3:17][N:11]([CH2:12][C@@H:13]1[CH2:15][C@H:14]1[CH3:16])[C:9]1[CH:10]=[C:5]([CH:6]=[C:7]([N:18]([CH3:23])[S:19]([CH3:22])(=[O:21])=[O:20])[N:8]=1)[C:3]([NH:1][NH:2][C:43]([C@H:32]1[C@@H:33]([C:37]2[CH:42]=[CH:41][CH:40]=[CH:39][CH:38]=2)[CH2:34][CH2:35][CH2:36][N:31]1[C:29]([O:28][C:24]([CH3:27])([CH3:26])[CH3:25])=[O:30])=[O:44])=[O:4]. Given the reactants [NH:1]([C:3]([C:5]1[CH:10]=[C:9]([N:11]([CH3:17])[CH2:12][C@@H:13]2[CH2:15][C@H:14]2[CH3:16])[N:8]=[C:7]([N:18]([CH3:23])[S:19]([CH3:22])(=[O:21])=[O:20])[CH:6]=1)=[O:4])[NH2:2].[C:24]([O:28][C:29]([N:31]1[CH2:36][CH2:35][CH2:34][C@H:33]([C:37]2[CH:42]=[CH:41][CH:40]=[CH:39][CH:38]=2)[C@@H:32]1[C:43](O)=[O:44])=[O:30])([CH3:27])([CH3:26])[CH3:25].ON1C2C=CC=CC=2N=N1.C(N(C(C)C)CC)(C)C.C(=O)([O-])[O-], predict the reaction product. (5) The product is: [CH2:10]([C:9]1[CH:14]=[CH:15][C:6]([CH:4]([CH3:5])[C:2](=[O:3])[CH2:31][C:32]([OH:27])=[O:17])=[CH:7][CH:8]=1)[CH:11]([CH3:13])[CH3:12]. Given the reactants O[C:2]([CH:4]([C:6]1[CH:15]=[CH:14][C:9]([CH2:10][CH:11]([CH3:13])[CH3:12])=[CH:8][CH:7]=1)[CH3:5])=[O:3].S(Cl)(Cl)=[O:17].N1C=CC=CC=1.Cl.[O:27]1[CH2:32][CH2:31]OCC1, predict the reaction product. (6) Given the reactants [CH2:1]([O:8][C:9]1[CH:10]=[C:11]2[C:15](=[CH:16][C:17]=1[F:18])[NH:14][CH:13]=[CH:12]2)[C:2]1[CH:7]=[CH:6][CH:5]=[CH:4][CH:3]=1.[H-].[Na+].[C:21]1([S:27](Cl)(=[O:29])=[O:28])[CH:26]=[CH:25][CH:24]=[CH:23][CH:22]=1.CO, predict the reaction product. The product is: [C:21]1([S:27]([N:14]2[C:15]3[C:11](=[CH:10][C:9]([O:8][CH2:1][C:2]4[CH:3]=[CH:4][CH:5]=[CH:6][CH:7]=4)=[C:17]([F:18])[CH:16]=3)[CH:12]=[CH:13]2)(=[O:29])=[O:28])[CH:26]=[CH:25][CH:24]=[CH:23][CH:22]=1.